Dataset: Reaction yield outcomes from USPTO patents with 853,638 reactions. Task: Predict the reaction yield, written as a fraction of the theoretical maximum amount of product (1.0 means a 100% yield; for example, 0.34 means a 34% yield). The reactants are [CH2:1]([O:8][C:9]1[C:10]([CH2:20][CH:21]([NH2:34])[C:22]2[CH:27]=[CH:26][CH:25]=[C:24]([CH2:28][N:29]3[CH2:33][CH2:32][CH2:31][CH2:30]3)[CH:23]=2)=[CH:11][C:12]([Cl:19])=[C:13]2[C:18]=1[N:17]=[CH:16][CH:15]=[CH:14]2)[C:2]1[CH:7]=[CH:6][CH:5]=[CH:4][CH:3]=1.[C:35]1([C:44]2[CH:49]=[CH:48][CH:47]=[CH:46][CH:45]=2)[CH:40]=[CH:39][C:38]([C:41](Cl)=[O:42])=[CH:37][CH:36]=1. No catalyst specified. The product is [CH2:1]([O:8][C:9]1[C:10]([CH2:20][CH:21]([NH:34][C:41]([C:38]2[CH:39]=[CH:40][C:35]([C:44]3[CH:45]=[CH:46][CH:47]=[CH:48][CH:49]=3)=[CH:36][CH:37]=2)=[O:42])[C:22]2[CH:27]=[CH:26][CH:25]=[C:24]([CH2:28][N:29]3[CH2:33][CH2:32][CH2:31][CH2:30]3)[CH:23]=2)=[CH:11][C:12]([Cl:19])=[C:13]2[C:18]=1[N:17]=[CH:16][CH:15]=[CH:14]2)[C:2]1[CH:3]=[CH:4][CH:5]=[CH:6][CH:7]=1. The yield is 0.180.